From a dataset of NCI-60 drug combinations with 297,098 pairs across 59 cell lines. Regression. Given two drug SMILES strings and cell line genomic features, predict the synergy score measuring deviation from expected non-interaction effect. (1) Drug 1: COC1=CC(=CC(=C1O)OC)C2C3C(COC3=O)C(C4=CC5=C(C=C24)OCO5)OC6C(C(C7C(O6)COC(O7)C8=CC=CS8)O)O. Drug 2: CC=C1C(=O)NC(C(=O)OC2CC(=O)NC(C(=O)NC(CSSCCC=C2)C(=O)N1)C(C)C)C(C)C. Cell line: HOP-62. Synergy scores: CSS=64.0, Synergy_ZIP=0.390, Synergy_Bliss=-0.592, Synergy_Loewe=-11.3, Synergy_HSA=3.50. (2) Cell line: M14. Drug 1: CCCS(=O)(=O)NC1=C(C(=C(C=C1)F)C(=O)C2=CNC3=C2C=C(C=N3)C4=CC=C(C=C4)Cl)F. Synergy scores: CSS=51.5, Synergy_ZIP=8.51, Synergy_Bliss=8.47, Synergy_Loewe=0.0251, Synergy_HSA=8.34. Drug 2: CC12CCC(CC1=CCC3C2CCC4(C3CC=C4C5=CN=CC=C5)C)O.